From a dataset of Acute oral toxicity (LD50) regression data from Zhu et al.. Regression/Classification. Given a drug SMILES string, predict its toxicity properties. Task type varies by dataset: regression for continuous values (e.g., LD50, hERG inhibition percentage) or binary classification for toxic/non-toxic outcomes (e.g., AMES mutagenicity, cardiotoxicity, hepatotoxicity). Dataset: ld50_zhu. (1) The molecule is CCOC(=O)NNc1ccc(N(CC)CC(C)O)nn1. The rat oral LD50 is 2.14, given as -log10 of the dose in mol/kg body weight (higher means more acutely toxic). (2) The molecule is COc1c(OP(=S)(OC)OC(C)C)cnn(C)c1=O. The rat oral LD50 is 4.92, given as -log10 of the dose in mol/kg body weight (higher means more acutely toxic). (3) The molecule is CCC1CCC(C)NC1. The rat oral LD50 is 2.37, given as -log10 of the dose in mol/kg body weight (higher means more acutely toxic). (4) The drug is CCCCC(CC)COC(N)=O. The rat oral LD50 is 1.74, given as -log10 of the dose in mol/kg body weight (higher means more acutely toxic). (5) The drug is O=C(O)CCC(NC(=O)COc1ccc(Cl)cc1Cl)C(=O)O. The rat oral LD50 is 2.59, given as -log10 of the dose in mol/kg body weight (higher means more acutely toxic). (6) The compound is CCC12CCCN3CCc4c(n(c5ccccc45)C(O)(C(=O)OC)C1)C32. The rat oral LD50 is 2.47, given as -log10 of the dose in mol/kg body weight (higher means more acutely toxic).